From a dataset of Reaction yield outcomes from USPTO patents with 853,638 reactions. Predict the reaction yield, written as a fraction of the theoretical maximum amount of product (1.0 means a 100% yield; for example, 0.34 means a 34% yield). (1) The product is [C:1]([C:5]1[C:6]([N+:15]([O-:17])=[O:16])=[CH:7][C:8]([N+:12]([O-:14])=[O:13])=[C:9](/[CH:11]=[CH:36]/[N:38]([CH3:40])[CH3:39])[CH:10]=1)([CH3:4])([CH3:2])[CH3:3]. The reactants are [C:1]([C:5]1[CH:10]=[C:9]([CH3:11])[C:8]([N+:12]([O-:14])=[O:13])=[CH:7][C:6]=1[N+:15]([O-:17])=[O:16])([CH3:4])([CH3:3])[CH3:2].C(C1C=CC([N+]([O-])=O)=C(C)C=1[N+]([O-])=O)(C)(C)C.C[C:36]([N:38]([CH3:40])[CH3:39])=O. The catalyst is CN(C=O)C. The yield is 0.680. (2) The reactants are [Cl:1][C:2]1[CH:7]=[CH:6][CH:5]=[CH:4][C:3]=1[C:8]1[C:9]([C:21]([O:23]CC)=[O:22])=[CH:10][N:11]([C:13]2[C:18]([Cl:19])=[CH:17][N:16]=[C:15]([Cl:20])[CH:14]=2)[CH:12]=1.[OH-].[Na+]. The catalyst is O.CO.C1COCC1. The product is [Cl:1][C:2]1[CH:7]=[CH:6][CH:5]=[CH:4][C:3]=1[C:8]1[C:9]([C:21]([OH:23])=[O:22])=[CH:10][N:11]([C:13]2[C:18]([Cl:19])=[CH:17][N:16]=[C:15]([Cl:20])[CH:14]=2)[CH:12]=1. The yield is 0.990. (3) The reactants are [Cl:1][C:2]1[CH:7]=[C:6]([Cl:8])[CH:5]=[CH:4][C:3]=1[N:9]1[C:14]2=[N:15][C:16]3[C:17](=[C:18]([C:22]([NH2:24])=O)[CH:19]=[CH:20][CH:21]=3)[N:13]2[CH2:12][CH2:11][CH2:10]1.S(Cl)(Cl)=O.C(=O)([O-])O.[Na+]. The catalyst is CN(C)C=O. The product is [Cl:1][C:2]1[CH:7]=[C:6]([Cl:8])[CH:5]=[CH:4][C:3]=1[N:9]1[C:14]2=[N:15][C:16]3[C:17](=[C:18]([C:22]#[N:24])[CH:19]=[CH:20][CH:21]=3)[N:13]2[CH2:12][CH2:11][CH2:10]1. The yield is 0.980.